This data is from Full USPTO retrosynthesis dataset with 1.9M reactions from patents (1976-2016). The task is: Predict the reactants needed to synthesize the given product. (1) Given the product [OH:2][C:3]1[C:8]2[NH:9][C:10]([C:12]3[S:13][CH:14]=[CH:15][CH:16]=3)=[N:11][C:7]=2[C:6]([C:17]([NH:19][CH2:20][CH:21]2[CH2:25][CH2:24][NH:23][CH2:22]2)=[O:18])=[CH:5][CH:4]=1, predict the reactants needed to synthesize it. The reactants are: C[O:2][C:3]1[C:8]2[NH:9][C:10]([C:12]3[S:13][CH:14]=[CH:15][CH:16]=3)=[N:11][C:7]=2[C:6]([C:17]([NH:19][CH2:20][CH:21]2[CH2:25][CH2:24][N:23](C(OC(C)(C)C)=O)[CH2:22]2)=[O:18])=[CH:5][CH:4]=1.B(Br)(Br)Br. (2) Given the product [ClH:30].[NH2:26][CH2:25][C:19]1([C:16]2[CH:15]=[CH:14][C:13]([S:10]([NH:9][C:7]3[S:8][C:4]([CH:1]([CH3:3])[CH3:2])=[N:5][N:6]=3)(=[O:12])=[O:11])=[CH:18][CH:17]=2)[CH2:24][CH2:23][CH2:22][CH2:21][CH2:20]1, predict the reactants needed to synthesize it. The reactants are: [CH:1]([C:4]1[S:8][C:7]([NH:9][S:10]([C:13]2[CH:18]=[CH:17][C:16]([C:19]3([CH2:25][NH:26]C(=O)C)[CH2:24][CH2:23][CH2:22][CH2:21][CH2:20]3)=[CH:15][CH:14]=2)(=[O:12])=[O:11])=[N:6][N:5]=1)([CH3:3])[CH3:2].[ClH:30]. (3) Given the product [Cl:19][C:20]1[C:25]([Si:32]([CH3:34])([CH3:33])[CH3:31])=[C:24]([C:26]([F:27])([F:28])[F:29])[CH:23]=[C:22]([Cl:30])[N:21]=1, predict the reactants needed to synthesize it. The reactants are: C(NC(C)C)(C)C.[Li]CCCC.CCCCCC.[Cl:19][C:20]1[CH:25]=[C:24]([C:26]([F:29])([F:28])[F:27])[CH:23]=[C:22]([Cl:30])[N:21]=1.[CH3:31][Si:32](Cl)([CH3:34])[CH3:33]. (4) Given the product [Cl:18][C:19]1[CH:24]=[C:23]([Cl:25])[CH:22]=[C:21]([CH3:26])[C:20]=1[S:27]([NH:14][C:12]1[S:13][C:9]2[CH2:8][CH2:7][C:6]3[C:15](=[CH:16][CH:17]=[C:4]([O:3][CH3:2])[CH:5]=3)[C:10]=2[N:11]=1)(=[O:29])=[O:28], predict the reactants needed to synthesize it. The reactants are: Br.[CH3:2][O:3][C:4]1[CH:5]=[C:6]2[C:15](=[CH:16][CH:17]=1)[C:10]1[N:11]=[C:12]([NH2:14])[S:13][C:9]=1[CH2:8][CH2:7]2.[Cl:18][C:19]1[CH:24]=[C:23]([Cl:25])[CH:22]=[C:21]([CH3:26])[C:20]=1[S:27](Cl)(=[O:29])=[O:28]. (5) The reactants are: [C:1]([C:5]1[O:9][N:8]=[C:7]([NH:10][C:11]([NH:13][C:14]2[CH:19]=[CH:18][CH:17]=[C:16]([S:20][C:21]3[C:30]4[C:25](=[CH:26][C:27]([O:33][CH2:34][CH2:35]Cl)=[C:28]([O:31][CH3:32])[CH:29]=4)[N:24]=[CH:23][N:22]=3)[CH:15]=2)=[O:12])[CH:6]=1)([CH3:4])([CH3:3])[CH3:2].[NH:37]1[CH2:42][CH2:41][CH2:40][CH2:39][CH2:38]1.C(N(C(C)C)CC)(C)C. Given the product [C:1]([C:5]1[O:9][N:8]=[C:7]([NH:10][C:11]([NH:13][C:14]2[CH:19]=[CH:18][CH:17]=[C:16]([S:20][C:21]3[C:30]4[C:25](=[CH:26][C:27]([O:33][CH2:34][CH2:35][N:37]5[CH2:42][CH2:41][CH2:40][CH2:39][CH2:38]5)=[C:28]([O:31][CH3:32])[CH:29]=4)[N:24]=[CH:23][N:22]=3)[CH:15]=2)=[O:12])[CH:6]=1)([CH3:4])([CH3:3])[CH3:2], predict the reactants needed to synthesize it.